Dataset: Peptide-MHC class I binding affinity with 185,985 pairs from IEDB/IMGT. Task: Regression. Given a peptide amino acid sequence and an MHC pseudo amino acid sequence, predict their binding affinity value. This is MHC class I binding data. (1) The peptide sequence is RLMRTNFLI. The MHC is HLA-A02:03 with pseudo-sequence HLA-A02:03. The binding affinity (normalized) is 0.626. (2) The peptide sequence is LLKDLMPFV. The MHC is HLA-A02:01 with pseudo-sequence HLA-A02:01. The binding affinity (normalized) is 0.637. (3) The peptide sequence is LPNRRHHLI. The MHC is HLA-A02:11 with pseudo-sequence HLA-A02:11. The binding affinity (normalized) is 0.0847. (4) The peptide sequence is KVNACHHNY. The MHC is HLA-A26:01 with pseudo-sequence HLA-A26:01. The binding affinity (normalized) is 0. (5) The peptide sequence is VLDVGGTGK. The MHC is HLA-A02:01 with pseudo-sequence HLA-A02:01. The binding affinity (normalized) is 0.0847.